Dataset: HIV replication inhibition screening data with 41,000+ compounds from the AIDS Antiviral Screen. Task: Binary Classification. Given a drug SMILES string, predict its activity (active/inactive) in a high-throughput screening assay against a specified biological target. (1) The result is 0 (inactive). The compound is CC(C)OC(=O)C1=C(O)c2ccccc2S(=O)(=O)N1C. (2) The compound is CC1(C)C(=O)C(C)(C)C12SSC1(S2)C(C)(C)C(=O)C1(C)C. The result is 0 (inactive). (3) The compound is COc1ccccc1NC(=CC(=O)C(=O)NC12CC3CC(CC(C3)C1)C2)c1ccccc1. The result is 0 (inactive). (4) The molecule is CN(C)Cc1cc(C=CC(=O)c2ccc(Br)cc2)cc(CN(C)C)c1O.Cl. The result is 0 (inactive). (5) The result is 0 (inactive). The compound is CCCCCCCCC=CCCCCCCCCN=Cc1c(O)c(O)c(C(C)C)c2cc(C)c(-c3c(C)cc4c(C(C)C)c(O)c(O)c(C=NCCCCCCCCC=CCCCCCCCC)c4c3O)c(O)c12.